Dataset: Forward reaction prediction with 1.9M reactions from USPTO patents (1976-2016). Task: Predict the product of the given reaction. (1) Given the reactants [O:1]=[C:2]1[C:6]([C:13]2[CH:18]=[CH:17][CH:16]=[CH:15][CH:14]=2)([C:7]2[CH:12]=[CH:11][CH:10]=[CH:9][CH:8]=2)[CH2:5][CH2:4][N:3]1[CH2:19][C:20](O)=[O:21].[N:23]1([C:29]([O:31][CH2:32][C:33]2[CH:38]=[CH:37][CH:36]=[CH:35][CH:34]=2)=[O:30])[CH2:28][CH2:27][NH:26][CH2:25][CH2:24]1.Cl.CN(C)CCCN=C=NCC, predict the reaction product. The product is: [O:1]=[C:2]1[C:6]([C:13]2[CH:14]=[CH:15][CH:16]=[CH:17][CH:18]=2)([C:7]2[CH:12]=[CH:11][CH:10]=[CH:9][CH:8]=2)[CH2:5][CH2:4][N:3]1[CH2:19][C:20]([N:26]1[CH2:27][CH2:28][N:23]([C:29]([O:31][CH2:32][C:33]2[CH:38]=[CH:37][CH:36]=[CH:35][CH:34]=2)=[O:30])[CH2:24][CH2:25]1)=[O:21]. (2) Given the reactants [Cl:1][C:2]1[CH:10]=[CH:9][CH:8]=[C:7]2[C:3]=1[CH:4](O)[O:5][C:6]2=[O:11].[CH3:13][C:14]1[CH:19]=[C:18]([C:20]([F:29])([C:25]([F:28])([F:27])[F:26])[C:21]([F:24])([F:23])[F:22])[CH:17]=[CH:16][C:15]=1[NH2:30], predict the reaction product. The product is: [Cl:1][C:2]1[CH:10]=[CH:9][CH:8]=[C:7]2[C:3]=1[CH:4]([NH:30][C:15]1[CH:16]=[CH:17][C:18]([C:20]([F:29])([C:21]([F:22])([F:23])[F:24])[C:25]([F:26])([F:27])[F:28])=[CH:19][C:14]=1[CH3:13])[O:5][C:6]2=[O:11]. (3) The product is: [S:1]1[C:5]2[CH:6]=[CH:7][C:8]([C:10]3[O:12][N:22]=[C:15]([C:16]4[CH:17]=[N:18][CH:19]=[CH:20][CH:21]=4)[N:14]=3)=[CH:9][C:4]=2[N:3]=[N:2]1. Given the reactants [S:1]1[C:5]2[CH:6]=[CH:7][C:8]([C:10]([OH:12])=O)=[CH:9][C:4]=2[N:3]=[N:2]1.O[N:14]=[C:15]([NH2:22])[C:16]1[CH:21]=[CH:20][CH:19]=[N:18][CH:17]=1.N, predict the reaction product. (4) Given the reactants [Cl:1][C:2]1[CH:7]=[CH:6][CH:5]=[CH:4][C:3]=1[CH:8]([CH:20]1[CH2:24][CH2:23][CH2:22][CH2:21]1)[CH2:9][C:10]([C:12]1[CH:13]=[CH:14][C:15](=[O:19])[N:16]([CH3:18])[CH:17]=1)=O.Cl.[NH2:26][OH:27].C([O-])(O)=O.[Na+], predict the reaction product. The product is: [Cl:1][C:2]1[CH:7]=[CH:6][CH:5]=[CH:4][C:3]=1[CH:8]([CH:20]1[CH2:24][CH2:23][CH2:22][CH2:21]1)[CH2:9]/[C:10](/[C:12]1[CH:13]=[CH:14][C:15](=[O:19])[N:16]([CH3:18])[CH:17]=1)=[N:26]\[OH:27]. (5) Given the reactants [CH3:1][O:2][C:3]1[CH:13]=[CH:12][C:6]([CH:7]=[CH:8][C:9]([OH:11])=O)=[CH:5][CH:4]=1.[NH2:14][C:15]1[CH:20]=[CH:19][N:18]=[CH:17][CH:16]=1.C1CCC(N=C=NC2CCCCC2)CC1, predict the reaction product. The product is: [CH3:1][O:2][C:3]1[CH:4]=[CH:5][C:6](/[CH:7]=[CH:8]/[C:9]([NH:14][C:15]2[CH:20]=[CH:19][N:18]=[CH:17][CH:16]=2)=[O:11])=[CH:12][CH:13]=1. (6) Given the reactants [CH2:1]([N:8]1[C:12]([C:13]2[CH:18]=[CH:17][CH:16]=[CH:15][CH:14]=2)=[C:11](C(O)=O)[CH:10]=[N:9]1)[C:2]1[CH:7]=[CH:6][CH:5]=[CH:4][CH:3]=1.C([N:24]([CH2:27]C)CC)C.C1C=CC(P(N=[N+]=[N-])(C2C=CC=CC=2)=[O:36])=CC=1.[CH3:46][Si:47]([CH3:52])([CH3:51])[CH2:48][CH2:49][OH:50], predict the reaction product. The product is: [CH2:1]([N:8]1[C:12]([C:13]2[CH:14]=[CH:15][CH:16]=[CH:17][CH:18]=2)=[C:11]([NH:24][C:27](=[O:36])[O:50][CH2:49][CH2:48][Si:47]([CH3:52])([CH3:51])[CH3:46])[CH:10]=[N:9]1)[C:2]1[CH:3]=[CH:4][CH:5]=[CH:6][CH:7]=1. (7) Given the reactants C(C1C=CC=CC=1[C:9]1[C:10]2[C:15]([C:16]3[CH:17]=[CH:18][CH:19]=[CH:20][C:21]=3[CH:22]=1)=[CH:14][CH:13]=[CH:12][CH:11]=2)=O.[Cl-].COC[P+]([C:40]1[CH:45]=[CH:44][CH:43]=[CH:42][CH:41]=1)([C:40]1[CH:45]=[CH:44][CH:43]=[CH:42][CH:41]=1)[C:40]1[CH:45]=[CH:44][CH:43]=[CH:42][CH:41]=1.[O:46]1[CH2:50]C[CH2:48][CH2:47]1.C(O[K])(C)(C)C, predict the reaction product. The product is: [CH3:50][O:46][CH:47]=[CH:48][C:40]1[CH:41]=[CH:42][CH:43]=[CH:44][C:45]=1[C:16]1[C:15]2[C:10]([C:9]3[CH:22]=[CH:21][CH:20]=[CH:19][C:18]=3[CH:17]=1)=[CH:11][CH:12]=[CH:13][CH:14]=2.